This data is from Catalyst prediction with 721,799 reactions and 888 catalyst types from USPTO. The task is: Predict which catalyst facilitates the given reaction. (1) Reactant: [Cl:1][C:2]1[CH:7]=[CH:6][CH:5]=[CH:4][CH:3]=1.[CH3:8][C:9]1[CH:10]=[C:11]([CH:15]=[CH:16][C:17]=1[N+:18]([O-:20])=[O:19])[C:12](O)=[O:13].S(Cl)(Cl)=O.Cl. The catalyst class is: 9. Product: [Cl:1][C:2]1[CH:7]=[CH:6][C:5]([C:12](=[O:13])[C:11]2[CH:15]=[CH:16][C:17]([N+:18]([O-:20])=[O:19])=[C:9]([CH3:8])[CH:10]=2)=[CH:4][CH:3]=1. (2) Reactant: FC(F)(F)C(O)=O.CC([N:12]([C:16]([CH3:36])([CH3:35])[C:17]([NH:19][C:20]1[CH:21]=[N:22][C:23]([O:26][C:27]2[C:32]([CH3:33])=[CH:31][CH:30]=[CH:29][C:28]=2[CH3:34])=[CH:24][CH:25]=1)=[O:18])C(=O)[O-])(C)C. Product: [CH3:33][C:32]1[CH:31]=[CH:30][CH:29]=[C:28]([CH3:34])[C:27]=1[O:26][C:23]1[N:22]=[CH:21][C:20]([NH:19][C:17](=[O:18])[C:16]([CH3:35])([CH3:36])[NH2:12])=[CH:25][CH:24]=1. The catalyst class is: 4. (3) Reactant: FC(F)(F)C(O)=O.[CH3:8][S:9]([C:11]1[CH:16]=[CH:15][C:14]([C:17]2[N:22]=[CH:21][C:20]([O:23][CH2:24][CH:25]3[CH2:30][CH2:29][N:28]([C:31]([O:33][CH:34]([CH3:36])[CH3:35])=[O:32])[CH2:27][CH2:26]3)=[CH:19][CH:18]=2)=[CH:13][CH:12]=1)=[O:10].C(=O)=O. Product: [CH3:8][S@@:9]([C:11]1[CH:16]=[CH:15][C:14]([C:17]2[N:22]=[CH:21][C:20]([O:23][CH2:24][CH:25]3[CH2:30][CH2:29][N:28]([C:31]([O:33][CH:34]([CH3:36])[CH3:35])=[O:32])[CH2:27][CH2:26]3)=[CH:19][CH:18]=2)=[CH:13][CH:12]=1)=[O:10]. The catalyst class is: 5.